The task is: Predict which catalyst facilitates the given reaction.. This data is from Catalyst prediction with 721,799 reactions and 888 catalyst types from USPTO. (1) Reactant: [CH:1]([C:3]1[CH:10]=[CH:9][C:6]([C:7]#[N:8])=[CH:5][CH:4]=1)=O.[O:11]=[C:12]([CH3:20])[CH2:13][C:14]([O:16][CH2:17][CH:18]=[CH2:19])=[O:15].C[C:22]1([CH3:30])[O:27]C(=O)CC(=O)O1.[F:31][C:32]([F:41])([F:40])[C:33]1[CH:34]=[C:35]([CH:37]=[CH:38][CH:39]=1)[NH2:36].[F-].[K+]. Product: [C:12]([CH:13]([CH:1]([C:3]1[CH:10]=[CH:9][C:6]([C:7]#[N:8])=[CH:5][CH:4]=1)[CH2:30][C:22](=[O:27])[NH:36][C:35]1[CH:37]=[CH:38][CH:39]=[C:33]([C:32]([F:31])([F:40])[F:41])[CH:34]=1)[C:14]([O:16][CH2:17][CH:18]=[CH2:19])=[O:15])(=[O:11])[CH3:20]. The catalyst class is: 1. (2) Reactant: [CH2:1]([N:8]1[CH2:13][CH2:12][C:11](=[N:14][NH:15][C:16](=[S:18])[NH2:17])[CH2:10][CH2:9]1)[C:2]1[CH:7]=[CH:6][CH:5]=[CH:4][CH:3]=1.Br[CH2:20][C:21]([C:23]1[CH:28]=[CH:27][C:26]([F:29])=[CH:25][CH:24]=1)=O. Product: [CH2:1]([N:8]1[CH2:13][CH2:12][C:11](=[N:14][NH:15][C:16]2[S:18][CH:20]=[C:21]([C:23]3[CH:28]=[CH:27][C:26]([F:29])=[CH:25][CH:24]=3)[N:17]=2)[CH2:10][CH2:9]1)[C:2]1[CH:3]=[CH:4][CH:5]=[CH:6][CH:7]=1. The catalyst class is: 1. (3) Reactant: C[O:2][C:3](=[O:26])[C:4]1[CH:9]=[CH:8][CH:7]=[C:6]([NH:10][C:11](=[O:25])[CH2:12][C:13]2[CH:18]=[CH:17][C:16]([C:19]3[CH:24]=[CH:23][CH:22]=[CH:21][CH:20]=3)=[CH:15][CH:14]=2)[CH:5]=1.Cl. Product: [C:16]1([C:19]2[CH:20]=[CH:21][CH:22]=[CH:23][CH:24]=2)[CH:17]=[CH:18][C:13]([CH2:12][C:11]([NH:10][C:6]2[CH:5]=[C:4]([CH:9]=[CH:8][CH:7]=2)[C:3]([OH:26])=[O:2])=[O:25])=[CH:14][CH:15]=1. The catalyst class is: 20. (4) Reactant: [CH2:1]([O:8][C:9]1[C:10]([C:29]([N:31]([CH2:38][CH2:39][O:40][Si](C(C)(C)C)(C)C)[CH:32]([CH3:37])[C:33]([F:36])([F:35])[F:34])=[O:30])=[N:11][C:12]([CH2:16][C:17]2([C:22]3[CH:27]=[CH:26][C:25]([Cl:28])=[CH:24][CH:23]=3)[CH2:21][CH2:20][CH2:19][CH2:18]2)=[N:13][C:14]=1[OH:15])[C:2]1[CH:7]=[CH:6][CH:5]=[CH:4][CH:3]=1.Cl. Product: [CH2:1]([O:8][C:9]1[C:10]([C:29]([N:31]([CH2:38][CH2:39][OH:40])[CH:32]([CH3:37])[C:33]([F:36])([F:35])[F:34])=[O:30])=[N:11][C:12]([CH2:16][C:17]2([C:22]3[CH:23]=[CH:24][C:25]([Cl:28])=[CH:26][CH:27]=3)[CH2:21][CH2:20][CH2:19][CH2:18]2)=[N:13][C:14]=1[OH:15])[C:2]1[CH:3]=[CH:4][CH:5]=[CH:6][CH:7]=1. The catalyst class is: 7. (5) Reactant: [C:1]([C:3]1[CH:19]=[CH:18][C:6]([O:7][CH2:8][CH2:9][CH2:10][CH2:11][CH2:12][CH2:13][CH2:14][CH2:15][CH2:16][OH:17])=[CH:5][CH:4]=1)#[N:2].C1C=C[NH+]=CC=1.C1C=C[NH+]=CC=1.[O-:32][Cr](O[Cr]([O-])(=O)=O)(=O)=O.O. Product: [C:1]([C:3]1[CH:19]=[CH:18][C:6]([O:7][CH2:8][CH2:9][CH2:10][CH2:11][CH2:12][CH2:13][CH2:14][CH2:15][C:16]([OH:32])=[O:17])=[CH:5][CH:4]=1)#[N:2]. The catalyst class is: 3. (6) Reactant: [Cl:1][C:2]1[CH:7]=[CH:6][C:5]([C:8]2[N:12]([CH:13]3[CH2:15][CH2:14]3)[C:11](=[O:16])[N:10]([CH2:17][C:18](O)=[O:19])[N:9]=2)=[CH:4][CH:3]=1.[F:21][C:22]([F:34])([F:33])[C:23]1[CH:24]=[C:25]([C:29]([NH2:32])([CH3:31])[CH3:30])[CH:26]=[CH:27][CH:28]=1.C1C=CC2N(O)N=NC=2C=1.CCN=C=NCCCN(C)C.Cl. Product: [Cl:1][C:2]1[CH:3]=[CH:4][C:5]([C:8]2[N:12]([CH:13]3[CH2:15][CH2:14]3)[C:11](=[O:16])[N:10]([CH2:17][C:18]([NH:32][C:29]([CH3:31])([C:25]3[CH:26]=[CH:27][CH:28]=[C:23]([C:22]([F:21])([F:33])[F:34])[CH:24]=3)[CH3:30])=[O:19])[N:9]=2)=[CH:6][CH:7]=1. The catalyst class is: 9. (7) Reactant: [C:9](O[C:9]([O:11][C:12]([CH3:15])([CH3:14])[CH3:13])=[O:10])([O:11][C:12]([CH3:15])([CH3:14])[CH3:13])=[O:10].[CH3:16][C:17]1[CH:18]=[CH:19][C:20]([NH2:23])=[N:21][CH:22]=1. Product: [C:12]([O:11][C:9](=[O:10])[NH:23][C:20]1[CH:19]=[CH:18][C:17]([CH3:16])=[CH:22][N:21]=1)([CH3:13])([CH3:14])[CH3:15]. The catalyst class is: 172. (8) The catalyst class is: 23. Product: [C:37]([O:36][C:34]([NH:33]/[C:32](=[N:31]\[C:24](=[O:25])[O:26][C:27]([CH3:30])([CH3:29])[CH3:28])/[NH:13][CH2:12][CH2:11][C:8]1[C:4]2[C:3](=[CH:2][CH:1]=[C:6]([OH:7])[CH:5]=2)[NH:10][CH:9]=1)=[O:35])([CH3:40])([CH3:39])[CH3:38]. Reactant: [CH:1]1[C:6]([OH:7])=[CH:5][C:4]2[C:8]([CH2:11][CH2:12][NH2:13])=[CH:9][NH:10][C:3]=2[CH:2]=1.Cl.C(N(CC)C(C)C)(C)C.[C:24]([NH:31][C:32](N1C=CC=N1)=[N:33][C:34]([O:36][C:37]([CH3:40])([CH3:39])[CH3:38])=[O:35])([O:26][C:27]([CH3:30])([CH3:29])[CH3:28])=[O:25].